Dataset: Forward reaction prediction with 1.9M reactions from USPTO patents (1976-2016). Task: Predict the product of the given reaction. (1) Given the reactants C1(P([N:15]=[N+]=[N-])(C2C=CC=CC=2)=O)C=CC=CC=1.C(N(CC)CC)C.C(O)(C)(C)C.[F:30][C:31]1[C:40]([CH2:41]C(O)=O)=[C:39]([F:45])[CH:38]=[C:37]2[C:32]=1[CH:33]=[CH:34][CH:35]=[N:36]2.C(O)(=O)CC(CC(O)=O)(C(O)=O)O.Cl, predict the reaction product. The product is: [F:30][C:31]1[C:40]([CH2:41][NH2:15])=[C:39]([F:45])[CH:38]=[C:37]2[C:32]=1[CH:33]=[CH:34][CH:35]=[N:36]2. (2) Given the reactants [Cl:1][C:2]1[CH:3]=[C:4]([CH:8]=[CH:9][C:10]=1[OH:11])[C:5]([OH:7])=[O:6].[C:12](=O)([O-])[O-].[K+].[K+].[CH2:18](Br)[CH:19]=[CH2:20], predict the reaction product. The product is: [CH3:12][O:6][C:5](=[O:7])[C:4]1[CH:8]=[CH:9][C:10]([O:11][CH2:18][CH:19]=[CH2:20])=[C:2]([Cl:1])[CH:3]=1. (3) Given the reactants C[O:2][C:3](=[O:11])[C:4]1[CH:9]=[CH:8][C:7](I)=[CH:6][CH:5]=1.C(N(CC)C(C)C)(C)C.[CH3:21][C:22]([CH3:26])([CH3:25])[C:23]#[CH:24], predict the reaction product. The product is: [CH3:21][C:22]([CH3:26])([CH3:25])[C:23]#[C:24][C:7]1[CH:8]=[CH:9][C:4]([C:3]([OH:2])=[O:11])=[CH:5][CH:6]=1. (4) Given the reactants [CH3:1][O:2][CH2:3][C:4]1[N:9]=[CH:8][C:7]([O:10][C:11]2[CH:12]=[C:13]3[C:17](=[C:18]([O:20][CH:21]([CH3:23])[CH3:22])[CH:19]=2)[NH:16][C:15]([C:24]2[S:25][CH:26]([CH2:29][C:30](O)=[O:31])[CH2:27][N:28]=2)=[CH:14]3)=[CH:6][CH:5]=1.Cl.[CH2:34]([N:36]=C=NCCCN(C)C)C.ON1C2C=CC=CC=2N=N1.Cl.CN, predict the reaction product. The product is: [CH3:1][O:2][CH2:3][C:4]1[N:9]=[CH:8][C:7]([O:10][C:11]2[CH:12]=[C:13]3[C:17](=[C:18]([O:20][CH:21]([CH3:23])[CH3:22])[CH:19]=2)[NH:16][C:15]([C:24]2[S:25][CH:26]([CH2:29][C:30]([NH:36][CH3:34])=[O:31])[CH2:27][N:28]=2)=[CH:14]3)=[CH:6][CH:5]=1.